Dataset: NCI-60 drug combinations with 297,098 pairs across 59 cell lines. Task: Regression. Given two drug SMILES strings and cell line genomic features, predict the synergy score measuring deviation from expected non-interaction effect. (1) Drug 1: C1CC(C1)(C(=O)O)C(=O)O.[NH2-].[NH2-].[Pt+2]. Drug 2: COCCOC1=C(C=C2C(=C1)C(=NC=N2)NC3=CC=CC(=C3)C#C)OCCOC. Cell line: SW-620. Synergy scores: CSS=48.3, Synergy_ZIP=3.23, Synergy_Bliss=3.83, Synergy_Loewe=2.51, Synergy_HSA=3.59. (2) Cell line: COLO 205. Synergy scores: CSS=21.0, Synergy_ZIP=-3.88, Synergy_Bliss=0.734, Synergy_Loewe=-21.9, Synergy_HSA=-2.07. Drug 2: CNC(=O)C1=NC=CC(=C1)OC2=CC=C(C=C2)NC(=O)NC3=CC(=C(C=C3)Cl)C(F)(F)F. Drug 1: C1=NC2=C(N=C(N=C2N1C3C(C(C(O3)CO)O)O)F)N.